Task: Predict the product of the given reaction.. Dataset: Forward reaction prediction with 1.9M reactions from USPTO patents (1976-2016) Given the reactants [F:1][CH2:2][CH2:3][N:4]([C@H:12]1[CH2:16][CH2:15][N:14]([C@H:17]([C:22]2[CH:23]=[N:24][C:25]([NH:28][NH2:29])=[CH:26][CH:27]=2)[C:18]([F:21])([F:20])[F:19])[CH2:13]1)[C:5](=[O:11])[O:6][C:7]([CH3:10])([CH3:9])[CH3:8].C(=O)([O-])N.[CH3:34][O:35][C:36]1[CH:37]=[CH:38][CH:39]=[C:40]2[C:45]=1[N:44]=[C:43]([CH:46]=O)[CH:42]=[CH:41]2, predict the reaction product. The product is: [F:1][CH2:2][CH2:3][N:4]([C@H:12]1[CH2:16][CH2:15][N:14]([C@H:17]([C:22]2[CH:27]=[CH:26][C:25]3[N:24]([C:46]([C:43]4[CH:42]=[CH:41][C:40]5[C:45](=[C:36]([O:35][CH3:34])[CH:37]=[CH:38][CH:39]=5)[N:44]=4)=[N:29][N:28]=3)[CH:23]=2)[C:18]([F:21])([F:19])[F:20])[CH2:13]1)[C:5](=[O:11])[O:6][C:7]([CH3:10])([CH3:9])[CH3:8].